This data is from NCI-60 drug combinations with 297,098 pairs across 59 cell lines. The task is: Regression. Given two drug SMILES strings and cell line genomic features, predict the synergy score measuring deviation from expected non-interaction effect. (1) Drug 1: CC12CCC3C(C1CCC2=O)CC(=C)C4=CC(=O)C=CC34C. Drug 2: C1CN(CCN1C(=O)CCBr)C(=O)CCBr. Cell line: RXF 393. Synergy scores: CSS=61.1, Synergy_ZIP=-0.921, Synergy_Bliss=3.64, Synergy_Loewe=4.01, Synergy_HSA=5.25. (2) Drug 1: CN1CCC(CC1)COC2=C(C=C3C(=C2)N=CN=C3NC4=C(C=C(C=C4)Br)F)OC. Drug 2: CC1C(C(CC(O1)OC2CC(CC3=C2C(=C4C(=C3O)C(=O)C5=CC=CC=C5C4=O)O)(C(=O)C)O)N)O. Cell line: TK-10. Synergy scores: CSS=47.3, Synergy_ZIP=-8.21, Synergy_Bliss=-5.34, Synergy_Loewe=-19.3, Synergy_HSA=-3.29. (3) Drug 1: CCCCCOC(=O)NC1=NC(=O)N(C=C1F)C2C(C(C(O2)C)O)O. Drug 2: C1=CC=C(C(=C1)C(C2=CC=C(C=C2)Cl)C(Cl)Cl)Cl. Cell line: OVCAR-8. Synergy scores: CSS=-0.460, Synergy_ZIP=9.74, Synergy_Bliss=9.47, Synergy_Loewe=8.32, Synergy_HSA=8.13.